This data is from Forward reaction prediction with 1.9M reactions from USPTO patents (1976-2016). The task is: Predict the product of the given reaction. Given the reactants [NH2:1][C:2]1[CH:9]=[C:8]([O:10][CH3:11])[CH:7]=[CH:6][C:3]=1[C:4]#[N:5].[C:12]([N:20]=[C:21]=[O:22])(=[O:19])[C:13]1[CH:18]=[CH:17][CH:16]=[CH:15][CH:14]=1, predict the reaction product. The product is: [C:4]([C:3]1[CH:6]=[CH:7][C:8]([O:10][CH3:11])=[CH:9][C:2]=1[NH:1][C:21]([NH:20][C:12](=[O:19])[C:13]1[CH:14]=[CH:15][CH:16]=[CH:17][CH:18]=1)=[O:22])#[N:5].